The task is: Regression. Given a peptide amino acid sequence and an MHC pseudo amino acid sequence, predict their binding affinity value. This is MHC class I binding data.. This data is from Peptide-MHC class I binding affinity with 185,985 pairs from IEDB/IMGT. (1) The peptide sequence is YAIDLPVSV. The MHC is HLA-A02:01 with pseudo-sequence HLA-A02:01. The binding affinity (normalized) is 0.745. (2) The peptide sequence is SLDQGLVGL. The MHC is H-2-Db with pseudo-sequence H-2-Db. The binding affinity (normalized) is 0. (3) The peptide sequence is IETVPVKL. The MHC is H-2-Kk with pseudo-sequence H-2-Kk. The binding affinity (normalized) is 0.284. (4) The peptide sequence is QVIAVEPGK. The MHC is HLA-A11:01 with pseudo-sequence HLA-A11:01. The binding affinity (normalized) is 0.384.